From a dataset of Full USPTO retrosynthesis dataset with 1.9M reactions from patents (1976-2016). Predict the reactants needed to synthesize the given product. (1) The reactants are: [Br:1][C:2]1[C:11]2[C:6](=[CH:7][C:8]([O:12][CH3:13])=[CH:9][CH:10]=2)[CH2:5][CH2:4][C:3]=1[C:14]1[CH:19]=[CH:18][CH:17]=[C:16]([O:20][CH3:21])[CH:15]=1.C1COCC1.[OH-].[Na+].C(OCC)(=O)C. Given the product [Br:1][C:2]1[C:11]2[C:6](=[CH:7][C:8]([O:12][CH3:13])=[CH:9][CH:10]=2)[CH:5]=[CH:4][C:3]=1[C:14]1[CH:19]=[CH:18][CH:17]=[C:16]([O:20][CH3:21])[CH:15]=1, predict the reactants needed to synthesize it. (2) Given the product [Br:1][C:2]1[C:11]([O:12][CH3:13])=[CH:10][C:5]([CH2:6][OH:7])=[CH:4][C:3]=1[O:14][CH3:15], predict the reactants needed to synthesize it. The reactants are: [Br:1][C:2]1[C:11]([O:12][CH3:13])=[CH:10][C:5]([C:6](OC)=[O:7])=[CH:4][C:3]=1[O:14][CH3:15].[BH4-].[Li+].C(OCC)(=O)C. (3) Given the product [Cl:3][C:6]1[C:11]([N:12]2[CH:16]=[CH:15][CH:14]=[N:13]2)=[CH:10][C:9]([N+:17]([O-:19])=[O:18])=[CH:8][N:7]=1, predict the reactants needed to synthesize it. The reactants are: S(Cl)([Cl:3])=O.O[C:6]1[C:11]([N:12]2[CH:16]=[CH:15][CH:14]=[N:13]2)=[CH:10][C:9]([N+:17]([O-:19])=[O:18])=[CH:8][N:7]=1. (4) Given the product [Br:2][CH2:3][CH2:4][NH:5][C:12](=[O:13])[O:14][C:15]([CH3:18])([CH3:17])[CH3:16], predict the reactants needed to synthesize it. The reactants are: Br.[Br:2][CH2:3][CH2:4][NH2:5].C(=O)([O-])[O-].[Na+].[Na+].[C:12](O[C:12]([O:14][C:15]([CH3:18])([CH3:17])[CH3:16])=[O:13])([O:14][C:15]([CH3:18])([CH3:17])[CH3:16])=[O:13]. (5) Given the product [F:18][C:19]([F:30])([F:29])[C:20]1[CH:25]=[CH:24][CH:23]=[CH:22][C:21]=1[CH:2]=[C:3]1[C:9]2[CH:10]=[CH:11][CH:12]=[CH:13][C:8]=2[CH2:7][CH2:6][C:5]2[CH:14]=[CH:15][CH:16]=[CH:17][C:4]1=2, predict the reactants needed to synthesize it. The reactants are: Br[CH:2]=[C:3]1[C:9]2[CH:10]=[CH:11][CH:12]=[CH:13][C:8]=2[CH2:7][CH2:6][C:5]2[CH:14]=[CH:15][CH:16]=[CH:17][C:4]1=2.[F:18][C:19]([F:30])([F:29])[C:20]1[CH:25]=[CH:24][CH:23]=[CH:22][C:21]=1B(O)O. (6) Given the product [Cl:1][C:2]1[CH:10]=[CH:9][C:8]([NH:11][C:12]([CH:14]2[CH2:16][CH2:15]2)=[O:13])=[C:7]2[C:3]=1[CH2:4][N:5]([C@@H:18]([C:23]1[CH:28]=[CH:27][C:26]([O:29][CH3:30])=[C:25]([O:31][CH2:32][CH3:33])[CH:24]=1)[CH2:19][C:20](=[O:22])[N:36]([CH3:37])[CH3:34])[C:6]2=[O:17], predict the reactants needed to synthesize it. The reactants are: [Cl:1][C:2]1[CH:10]=[CH:9][C:8]([NH:11][C:12]([CH:14]2[CH2:16][CH2:15]2)=[O:13])=[C:7]2[C:3]=1[CH2:4][N:5]([C@@H:18]([C:23]1[CH:28]=[CH:27][C:26]([O:29][CH3:30])=[C:25]([O:31][CH2:32][CH3:33])[CH:24]=1)[CH2:19][C:20]([OH:22])=O)[C:6]2=[O:17].[C:34](N1C=CN=C1)([N:36]1C=CN=[CH:37]1)=O.CNC.O. (7) The reactants are: Br[CH2:2][CH2:3][CH2:4][CH2:5][CH2:6][CH2:7][C:8]1[C:14]2[CH:15]=[CH:16][C:17]([OH:19])=[CH:18][C:13]=2[CH2:12][CH2:11][CH2:10][C:9]=1[C:20]1[CH:25]=[CH:24][C:23]([OH:26])=[CH:22][CH:21]=1.[CH3:27][NH:28][CH2:29][CH2:30][CH2:31][S:32]([CH2:34][CH2:35][CH2:36][C:37]([F:43])([F:42])[C:38]([F:41])([F:40])[F:39])=[O:33]. Given the product [OH:26][C:23]1[CH:24]=[CH:25][C:20]([C:9]2[CH2:10][CH2:11][CH2:12][C:13]3[CH:18]=[C:17]([OH:19])[CH:16]=[CH:15][C:14]=3[C:8]=2[CH2:7][CH2:6][CH2:5][CH2:4][CH2:3][CH2:2][N:28]([CH3:27])[CH2:29][CH2:30][CH2:31][S:32]([CH2:34][CH2:35][CH2:36][C:37]([F:43])([F:42])[C:38]([F:39])([F:40])[F:41])=[O:33])=[CH:21][CH:22]=1, predict the reactants needed to synthesize it. (8) The reactants are: [CH2:1]([O:8][C:9]1[C:24](Br)=[CH:23][C:12]([C:13]([NH:15][C@@H:16]2[CH2:21][CH2:20][CH2:19][CH2:18][C@H:17]2[OH:22])=[O:14])=[CH:11][N:10]=1)[C:2]1[CH:7]=[CH:6][CH:5]=[CH:4][CH:3]=1.[Cl:26][C:27]1[CH:32]=[CH:31][C:30](B(O)O)=[CH:29][CH:28]=1.C([O-])([O-])=O.[Na+].[Na+]. Given the product [CH2:1]([O:8][C:9]1[C:24]([C:30]2[CH:31]=[CH:32][C:27]([Cl:26])=[CH:28][CH:29]=2)=[CH:23][C:12]([C:13]([NH:15][C@@H:16]2[CH2:21][CH2:20][CH2:19][CH2:18][C@H:17]2[OH:22])=[O:14])=[CH:11][N:10]=1)[C:2]1[CH:7]=[CH:6][CH:5]=[CH:4][CH:3]=1, predict the reactants needed to synthesize it. (9) Given the product [F:11][C:4]1[CH:5]=[CH:6][C:7]2[C:8](=[O:10])[NH:26][C:24]([CH2:23][O:22][CH2:21][CH2:20][C:17]3[CH:16]=[CH:15][C:14]([F:13])=[CH:19][CH:18]=3)=[N:25][C:2]=2[N:3]=1, predict the reactants needed to synthesize it. The reactants are: F[C:2]1[C:7]([C:8]([OH:10])=O)=[CH:6][CH:5]=[C:4]([F:11])[N:3]=1.Cl.[F:13][C:14]1[CH:19]=[CH:18][C:17]([CH2:20][CH2:21][O:22][CH2:23][C:24]([NH2:26])=[NH:25])=[CH:16][CH:15]=1. (10) Given the product [C:26]([O:25][C:23]([NH:22][C@@H:21]([CH2:20][CH2:19][C:18](=[O:17])[C:16]#[C:15][Si:12]([CH3:14])([CH3:13])[CH3:11])[C:30]([O:32][CH3:33])=[O:31])=[O:24])([CH3:29])([CH3:28])[CH3:27], predict the reactants needed to synthesize it. The reactants are: C([Mg]Cl)CCCCCCC.[CH3:11][Si:12]([C:15]#[CH:16])([CH3:14])[CH3:13].[O:17]=[C:18]1[N:22]([C:23]([O:25][C:26]([CH3:29])([CH3:28])[CH3:27])=[O:24])[C@H:21]([C:30]([O:32][CH3:33])=[O:31])[CH2:20][CH2:19]1.